This data is from Forward reaction prediction with 1.9M reactions from USPTO patents (1976-2016). The task is: Predict the product of the given reaction. Given the reactants C(OC([N:8]1[CH2:12][CH:11]2[CH2:13][N:14]([C:16]3[CH:21]=[CH:20][C:19]([C:22]([O:24][CH2:25][CH3:26])=[O:23])=[CH:18][N:17]=3)[CH2:15][CH:10]2[CH2:9]1)=O)(C)(C)C.[ClH:27].O1CCOCC1, predict the reaction product. The product is: [ClH:27].[CH2:13]1[CH:11]2[CH2:12][NH:8][CH2:9][CH:10]2[CH2:15][N:14]1[C:16]1[CH:21]=[CH:20][C:19]([C:22]([O:24][CH2:25][CH3:26])=[O:23])=[CH:18][N:17]=1.